Dataset: Peptide-MHC class I binding affinity with 185,985 pairs from IEDB/IMGT. Task: Regression. Given a peptide amino acid sequence and an MHC pseudo amino acid sequence, predict their binding affinity value. This is MHC class I binding data. The peptide sequence is NQILEENMEV. The MHC is HLA-A02:06 with pseudo-sequence HLA-A02:06. The binding affinity (normalized) is 0.688.